This data is from Peptide-MHC class II binding affinity with 134,281 pairs from IEDB. The task is: Regression. Given a peptide amino acid sequence and an MHC pseudo amino acid sequence, predict their binding affinity value. This is MHC class II binding data. (1) The peptide sequence is EKKYFMATQFEPLAA. The MHC is HLA-DPA10301-DPB10402 with pseudo-sequence HLA-DPA10301-DPB10402. The binding affinity (normalized) is 0.967. (2) The peptide sequence is YDMFLANVSTVLTGK. The MHC is DRB1_0405 with pseudo-sequence DRB1_0405. The binding affinity (normalized) is 0.149.